Dataset: Reaction yield outcomes from USPTO patents with 853,638 reactions. Task: Predict the reaction yield, written as a fraction of the theoretical maximum amount of product (1.0 means a 100% yield; for example, 0.34 means a 34% yield). The product is [N:14]1([C:11]([C:9]2[CH:8]=[CH:7][C:5]3[NH:6][C:2](=[O:1])[S:3][C:4]=3[CH:10]=2)=[O:13])[CH2:19][CH2:18][CH2:17][C@@H:16]2[C:20]3[CH:21]=[CH:22][CH:23]=[CH:24][C:25]=3[CH2:26][C@H:15]12. The reactants are [O:1]=[C:2]1[NH:6][C:5]2[CH:7]=[CH:8][C:9]([C:11]([OH:13])=O)=[CH:10][C:4]=2[S:3]1.[NH:14]1[CH2:19][CH2:18][CH2:17][C@@H:16]2[C:20]3[CH:21]=[CH:22][CH:23]=[CH:24][C:25]=3[CH2:26][C@H:15]12.F[P-](F)(F)(F)(F)F.N1(OC(N(C)C)=[N+](C)C)C2N=CC=CC=2N=N1. No catalyst specified. The yield is 0.740.